This data is from Catalyst prediction with 721,799 reactions and 888 catalyst types from USPTO. The task is: Predict which catalyst facilitates the given reaction. (1) Reactant: [NH2:1][C:2]1[C:10]([N+:11]([O-:13])=[O:12])=[CH:9][C:5]([C:6]([OH:8])=[O:7])=[C:4]([F:14])[C:3]=1[Cl:15].[Si](C=[N+]=[N-])(C)(C)[CH3:17]. Product: [CH3:17][O:7][C:6](=[O:8])[C:5]1[CH:9]=[C:10]([N+:11]([O-:13])=[O:12])[C:2]([NH2:1])=[C:3]([Cl:15])[C:4]=1[F:14]. The catalyst class is: 36. (2) Reactant: C(OC(=O)[NH:7][C:8]1([C:12]2[CH:17]=[CH:16][C:15]([C:18]3[C:27]([C:28]4[CH:33]=[CH:32][CH:31]=[CH:30][CH:29]=4)=[CH:26][C:25]4[C:24](=[O:34])[CH2:23][CH2:22][CH2:21][C:20]=4[N:19]=3)=[CH:14][CH:13]=2)[CH2:11][CH2:10][CH2:9]1)(C)(C)C. Product: [NH2:7][C:8]1([C:12]2[CH:13]=[CH:14][C:15]([C:18]3[C:27]([C:28]4[CH:33]=[CH:32][CH:31]=[CH:30][CH:29]=4)=[CH:26][C:25]4[C:24](=[O:34])[CH2:23][CH2:22][CH2:21][C:20]=4[N:19]=3)=[CH:16][CH:17]=2)[CH2:11][CH2:10][CH2:9]1. The catalyst class is: 67. (3) Reactant: [CH3:1][C:2]1[N:6]([CH:7]2[CH2:12][CH2:11][O:10][CH2:9][CH2:8]2)[C:5]2[CH:13]=[CH:14][C:15]([C:17]([OH:19])=O)=[CH:16][C:4]=2[N:3]=1.S(Cl)(Cl)=O.[NH2:24][C:25]1[CH:30]=[C:29]([C:31]([O:33][CH3:34])=[O:32])[CH:28]=[CH:27][C:26]=1O.C(N(CC)CC)C.CS(O)(=O)=O.C(=O)([O-])O.[Na+]. Product: [CH3:34][O:33][C:31]([C:29]1[CH:28]=[CH:27][C:26]2[O:19][C:17]([C:15]3[CH:14]=[CH:13][C:5]4[N:6]([CH:7]5[CH2:8][CH2:9][O:10][CH2:11][CH2:12]5)[C:2]([CH3:1])=[N:3][C:4]=4[CH:16]=3)=[N:24][C:25]=2[CH:30]=1)=[O:32]. The catalyst class is: 132. (4) Reactant: [C:1]([N:5]1[C:9]([C:10]2[CH:15]=[CH:14][C:13]([F:16])=[CH:12][CH:11]=2)=[C:8]([C:17]2[S:18][CH:19]=[C:20]([CH2:22][C:23]([O:25]CC)=[O:24])[N:21]=2)[CH:7]=[N:6]1)([CH3:4])([CH3:3])[CH3:2].[OH-].[Na+]. Product: [C:1]([N:5]1[C:9]([C:10]2[CH:11]=[CH:12][C:13]([F:16])=[CH:14][CH:15]=2)=[C:8]([C:17]2[S:18][CH:19]=[C:20]([CH2:22][C:23]([OH:25])=[O:24])[N:21]=2)[CH:7]=[N:6]1)([CH3:4])([CH3:2])[CH3:3]. The catalyst class is: 8. (5) Reactant: [O:1]=[C:2]1[N:10]([CH2:11][CH2:12][CH3:13])[C:9]2[N:8]=[C:7]([C:14]34[CH2:21][CH2:20][C:17]([CH:22]=O)([CH2:18][CH2:19]3)[CH2:16][CH2:15]4)[NH:6][C:5]=2[C:4](=[O:24])[N:3]1[CH2:25][CH2:26][CH3:27].Cl.[NH2:29][OH:30].CC([O-])=O.[Na+]. Product: [O:1]=[C:2]1[N:10]([CH2:11][CH2:12][CH3:13])[C:9]2[N:8]=[C:7]([C:14]34[CH2:15][CH2:16][C:17]([CH:22]=[N:29][OH:30])([CH2:18][CH2:19]3)[CH2:20][CH2:21]4)[NH:6][C:5]=2[C:4](=[O:24])[N:3]1[CH2:25][CH2:26][CH3:27]. The catalyst class is: 24.